From a dataset of Catalyst prediction with 721,799 reactions and 888 catalyst types from USPTO. Predict which catalyst facilitates the given reaction. (1) Reactant: [NH2:1][C:2]1[C:3]([NH:15][C:16]2[CH:17]=[C:18]([CH:23]=[CH:24][C:25]=2[CH3:26])[C:19]([NH:21][CH3:22])=[O:20])=[N:4][CH:5]=[N:6][C:7]=1[N:8]([CH2:10][C:11]([CH3:14])([CH3:13])[CH3:12])[CH3:9].[C:27](Cl)(=[O:29])[CH3:28].C(N(CC)CC)C. Product: [C:27]([NH:1][C:2]1[C:3]([NH:15][C:16]2[CH:17]=[C:18]([CH:23]=[CH:24][C:25]=2[CH3:26])[C:19]([NH:21][CH3:22])=[O:20])=[N:4][CH:5]=[N:6][C:7]=1[N:8]([CH2:10][C:11]([CH3:14])([CH3:13])[CH3:12])[CH3:9])(=[O:29])[CH3:28]. The catalyst class is: 2. (2) Reactant: [Cl:1][C:2]1[CH:11]=[C:10]2[C:5]([C:6]([N:12]3[CH2:17][CH2:16][NH:15][CH2:14][CH2:13]3)=[CH:7][CH:8]=[N:9]2)=[CH:4][CH:3]=1.[CH2:18]([C:22]1[CH:27]=[CH:26][C:25]([N:28]=[C:29]=[O:30])=[CH:24][CH:23]=1)[CH2:19][CH2:20][CH3:21].CCCCCC.CCOC(C)=O. Product: [CH2:18]([C:22]1[CH:27]=[CH:26][C:25]([NH:28][C:29]([N:15]2[CH2:16][CH2:17][N:12]([C:6]3[C:5]4[C:10](=[CH:11][C:2]([Cl:1])=[CH:3][CH:4]=4)[N:9]=[CH:8][CH:7]=3)[CH2:13][CH2:14]2)=[O:30])=[CH:24][CH:23]=1)[CH2:19][CH2:20][CH3:21]. The catalyst class is: 1.